This data is from Full USPTO retrosynthesis dataset with 1.9M reactions from patents (1976-2016). The task is: Predict the reactants needed to synthesize the given product. (1) Given the product [NH2:27][C:23]1[CH:22]=[C:21]([CH2:20][N:15]2[CH2:16][CH:12]([C:6]3[CH:5]=[C:4]([F:3])[C:9]([F:10])=[C:8]([F:11])[CH:7]=3)[CH2:13][C:14]2=[O:17])[CH:26]=[CH:25][N:24]=1, predict the reactants needed to synthesize it. The reactants are: [H-].[Na+].[F:3][C:4]1[CH:5]=[C:6]([CH:12]2[CH2:16][NH:15][C:14](=[O:17])[CH2:13]2)[CH:7]=[C:8]([F:11])[C:9]=1[F:10].Br.Br[CH2:20][C:21]1[CH:26]=[CH:25][N:24]=[C:23]([NH2:27])[CH:22]=1.C(O)CC.CCCCCC. (2) Given the product [C:1]([O:5][C:6](=[O:29])[NH:7][C@@H:8]([C:12]1[CH:17]=[CH:16][C:15]([Cl:18])=[C:14]([C:19]([C:21]2[CH:26]=[N:25][C:24]([NH:37][CH2:36][C:35]3[CH:38]=[CH:39][C:32]([O:31][CH3:30])=[CH:33][CH:34]=3)=[CH:23][N:22]=2)=[O:20])[C:13]=1[F:28])[CH:9]1[CH2:10][CH2:11]1)([CH3:2])([CH3:3])[CH3:4], predict the reactants needed to synthesize it. The reactants are: [C:1]([O:5][C:6](=[O:29])[NH:7][C@@H:8]([C:12]1[CH:17]=[CH:16][C:15]([Cl:18])=[C:14]([C:19]([C:21]2[CH:26]=[N:25][C:24](Cl)=[CH:23][N:22]=2)=[O:20])[C:13]=1[F:28])[CH:9]1[CH2:11][CH2:10]1)([CH3:4])([CH3:3])[CH3:2].[CH3:30][O:31][C:32]1[CH:39]=[CH:38][C:35]([CH2:36][NH2:37])=[CH:34][CH:33]=1.C(N(CC)CC)C.CN(C)C=O. (3) The reactants are: [CH2:1]([N:3]([CH2:18][CH3:19])[CH2:4][CH2:5][O:6][C:7]1[CH:12]=[CH:11][C:10]([CH:13]([NH2:17])[CH2:14][CH2:15][CH3:16])=[CH:9][CH:8]=1)[CH3:2].N1(CCOC2C=CC(C(=O)CCC)=CC=2)CCCC1. Given the product [N:3]1([CH2:4][CH2:5][O:6][C:7]2[CH:8]=[CH:9][C:10]([CH:13]([NH2:17])[CH2:14][CH2:15][CH3:16])=[CH:11][CH:12]=2)[CH2:1][CH2:2][CH2:19][CH2:18]1, predict the reactants needed to synthesize it. (4) Given the product [CH3:20][N:19]([CH2:18][C:12]1[N:8]2[CH2:9][CH2:10][O:11][C:5]3[CH:4]=[CH:3][C:2]([C:54]#[C:53][C:51]([OH:55])([CH3:52])[CH3:50])=[CH:22][C:6]=3[C:7]2=[N:14][C:13]=1[C:15]([NH2:17])=[O:16])[CH3:21], predict the reactants needed to synthesize it. The reactants are: Br[C:2]1[CH:3]=[CH:4][C:5]2[O:11][CH2:10][CH2:9][N:8]3[C:12]([CH2:18][N:19]([CH3:21])[CH3:20])=[C:13]([C:15]([NH2:17])=[O:16])[N:14]=[C:7]3[C:6]=2[CH:22]=1.BrC1C=CC2OCCN3C(CN4CCCC4)=C(C(N)=O)N=C3C=2C=1.CNC.[CH3:50][C:51]([OH:55])([C:53]#[CH:54])[CH3:52]. (5) Given the product [NH2:19][CH2:18][C@H:17]([NH:16][C:14]1[S:15][C:11]([C:7]2[CH:6]=[C:5]3[C:10](=[CH:9][CH:8]=2)[CH:1]=[N:2][CH:3]=[CH:4]3)=[N:12][N:13]=1)[CH2:30][C:31]1[CH:36]=[CH:35][CH:34]=[C:33]([C:37]([F:39])([F:40])[F:38])[CH:32]=1, predict the reactants needed to synthesize it. The reactants are: [CH:1]1[C:10]2[C:5](=[CH:6][C:7]([C:11]3[S:15][C:14]([NH:16][C@H:17]([CH2:30][C:31]4[CH:36]=[CH:35][CH:34]=[C:33]([C:37]([F:40])([F:39])[F:38])[CH:32]=4)[CH2:18][N:19]4C(=O)C5C=CC=CC=5C4=O)=[N:13][N:12]=3)=[CH:8][CH:9]=2)[CH:4]=[CH:3][N:2]=1.C1C2C(=CC(C(N)=O)=CC=2)C=CN=1. (6) Given the product [CH3:1][O:2][C:3](=[O:10])[C@H:4]([CH2:6][CH:7]([CH3:9])[CH3:8])[NH:5][C:25]([O:24][CH2:17][C:18]1[CH:23]=[CH:22][CH:21]=[CH:20][CH:19]=1)=[O:26], predict the reactants needed to synthesize it. The reactants are: [CH3:1][O:2][C:3](=[O:10])[C@H:4]([CH2:6][CH:7]([CH3:9])[CH3:8])[NH2:5].C([O-])([O-])=O.[Na+].[Na+].[CH2:17]([O:24][C:25](Cl)=[O:26])[C:18]1[CH:23]=[CH:22][CH:21]=[CH:20][CH:19]=1.